The task is: Predict the reactants needed to synthesize the given product.. This data is from Full USPTO retrosynthesis dataset with 1.9M reactions from patents (1976-2016). Given the product [CH2:16]([O:18]/[CH:19]=[C:8](\[C:5]1[CH:4]=[CH:3][C:2]([F:1])=[CH:7][CH:6]=1)/[C:9](=[O:15])[C:10]([O:12][CH2:13][CH3:14])=[O:11])[CH3:17], predict the reactants needed to synthesize it. The reactants are: [F:1][C:2]1[CH:7]=[CH:6][C:5]([CH2:8][C:9](=[O:15])[C:10]([O:12][CH2:13][CH3:14])=[O:11])=[CH:4][CH:3]=1.[CH2:16]([O:18][CH:19](OCC)OCC)[CH3:17].